From a dataset of Catalyst prediction with 721,799 reactions and 888 catalyst types from USPTO. Predict which catalyst facilitates the given reaction. (1) Reactant: [CH3:1][C:2]1([C:8]([C:10]2[C:18]3[C:13](=[N:14][CH:15]=[C:16]([C:19]4[CH:24]=[CH:23][CH:22]=[C:21]([N:25]5[CH2:30][CH2:29][NH:28][CH2:27][CH2:26]5)[CH:20]=4)[N:17]=3)[NH:12][CH:11]=2)=[O:9])[CH2:7][CH2:6][CH2:5][CH2:4][CH2:3]1.[C:31](OC(=O)C)(=[O:33])[CH3:32].[OH-].[Na+]. Product: [CH3:1][C:2]1([C:8]([C:10]2[C:18]3[C:13](=[N:14][CH:15]=[C:16]([C:19]4[CH:20]=[C:21]([N:25]5[CH2:30][CH2:29][N:28]([C:31](=[O:33])[CH3:32])[CH2:27][CH2:26]5)[CH:22]=[CH:23][CH:24]=4)[N:17]=3)[NH:12][CH:11]=2)=[O:9])[CH2:7][CH2:6][CH2:5][CH2:4][CH2:3]1. The catalyst class is: 198. (2) Product: [ClH:51].[CH3:23][S:24]([O:27][C:28]1[CH:33]=[C:32]([C:17]2[CH:16]=[C:15]([C:4]3([CH:9]4[CH2:14][CH2:13][O:12][CH2:11][CH2:10]4)[C:5](=[O:8])[N:6]([CH3:7])[C:2]([NH2:1])=[N:3]3)[CH:20]=[CH:19][C:18]=2[F:21])[CH:31]=[C:30]([O:43][CH3:44])[CH:29]=1)(=[O:26])=[O:25]. The catalyst class is: 30. Reactant: [NH2:1][C:2]1[N:6]([CH3:7])[C:5](=[O:8])[C:4]([C:15]2[CH:20]=[CH:19][C:18]([F:21])=[C:17](Br)[CH:16]=2)([CH:9]2[CH2:14][CH2:13][O:12][CH2:11][CH2:10]2)[N:3]=1.[CH3:23][S:24]([O:27][C:28]1[CH:33]=[C:32](B2OC(C)(C)C(C)(C)O2)[CH:31]=[C:30]([O:43][CH3:44])[CH:29]=1)(=[O:26])=[O:25].C(=O)([O-])[O-].[K+].[K+].[Cl-:51].[Na+].O. (3) Reactant: [NH2:1][C:2]1[CH:3]=[C:4]2[C:9](=[CH:10][CH:11]=1)[N:8]([CH3:12])[C:7](=[O:13])[CH:6]=[C:5]2[C:14]([F:17])([F:16])[F:15].[Cl:18][C:19]1[CH:24]=[CH:23][C:22]([CH2:25][CH2:26][N:27]=[C:28]=[S:29])=[CH:21][CH:20]=1. Product: [Cl:18][C:19]1[CH:20]=[CH:21][C:22]([CH2:25][CH2:26][NH:27][C:28]([NH:1][C:2]2[CH:3]=[C:4]3[C:9](=[CH:10][CH:11]=2)[N:8]([CH3:12])[C:7](=[O:13])[CH:6]=[C:5]3[C:14]([F:17])([F:15])[F:16])=[S:29])=[CH:23][CH:24]=1. The catalyst class is: 37. (4) Reactant: [C:1]([O:5][C:6]([N:8]1[CH2:13][CH:12]=[C:11]([C:14]2[C:22]3[S:21][C:20]([NH:23][C:24]([C:26]4[CH:31]=[CH:30][N:29]=[C:28]([N:32]5[CH2:37][CH2:36][O:35][CH2:34][CH2:33]5)[CH:27]=4)=[O:25])=[N:19][C:18]=3[C:17]([O:38][CH3:39])=[CH:16][CH:15]=2)[CH2:10][CH2:9]1)=[O:7])([CH3:4])([CH3:3])[CH3:2].C1COCC1. Product: [C:1]([O:5][C:6]([N:8]1[CH2:13][CH2:12][CH:11]([C:14]2[C:22]3[S:21][C:20]([NH:23][C:24]([C:26]4[CH:31]=[CH:30][N:29]=[C:28]([N:32]5[CH2:37][CH2:36][O:35][CH2:34][CH2:33]5)[CH:27]=4)=[O:25])=[N:19][C:18]=3[C:17]([O:38][CH3:39])=[CH:16][CH:15]=2)[CH2:10][CH2:9]1)=[O:7])([CH3:4])([CH3:3])[CH3:2]. The catalyst class is: 19. (5) Reactant: COC(=O)[C:4]1[C:9]([NH:10][NH:11][C:12](OC(C)(C)C)=[O:13])=[CH:8][C:7]([F:19])=[C:6]([F:20])[C:5]=1[NH:21][C:22]1[CH:27]=[CH:26][CH:25]=[CH:24][C:23]=1[Cl:28].C(O)(C(F)(F)F)=O. Product: [Cl:28][C:23]1[CH:24]=[CH:25][CH:26]=[CH:27][C:22]=1[NH:21][C:5]1[C:6]([F:20])=[C:7]([F:19])[CH:8]=[C:9]2[C:4]=1[C:12](=[O:13])[NH:11][NH:10]2. The catalyst class is: 2.